This data is from Serine/threonine kinase 33 screen with 319,792 compounds. The task is: Binary Classification. Given a drug SMILES string, predict its activity (active/inactive) in a high-throughput screening assay against a specified biological target. (1) The drug is S(CC(=O)N1CCOCC1)c1oc(nn1)c1c(OC)cccc1. The result is 0 (inactive). (2) The compound is O=C(CN1CCN(C2CCCCC2)CC1)c1c2c([nH]c1)ccc(OC)c2. The result is 0 (inactive). (3) The compound is s1c(C(OCC(=O)c2c3c([nH]c2)c(CC)ccc3)=O)ccc1[N+]([O-])=O. The result is 0 (inactive). (4) The drug is Clc1c(NC(=O)C2CN(C(=O)C2)Cc2occc2)cc(S(=O)(=O)C)cc1. The result is 0 (inactive). (5) The molecule is O(c1cc(ccc1OC)/C=N\Nc1nc(nc2c1cccc2)c1cccnc1)C. The result is 0 (inactive). (6) The molecule is S1(=O)(=O)CC(N(C)C(=O)CSc2sc(NC3CCCCC3)nn2)CC1. The result is 0 (inactive). (7) The molecule is O=c1[nH]c(=O)[nH]c2Nc3c(C(c12)c1cc(OC)c(O)cc1)c1c(cc3)cccc1. The result is 0 (inactive).